Dataset: Catalyst prediction with 721,799 reactions and 888 catalyst types from USPTO. Task: Predict which catalyst facilitates the given reaction. (1) Reactant: [CH:1]([N:4](C(C)C)CC)(C)C.BrC[C:12]([C:14]1[CH:15]=[N:16][C:17]([Br:20])=[CH:18][CH:19]=1)=O.[CH3:21][O:22][C:23]([NH:25][C@@H:26]([CH:37]([CH3:39])[CH3:38])[C:27]([N:29]1[CH2:33][CH2:32][CH2:31][C@H:30]1[C:34](O)=O)=[O:28])=[O:24].COC(N[C@@H](C(C)C)C(N1CCC[C@H]1C(OCC(C1C=NC(Br)=CC=1)=O)=O)=O)=O.C([O-])(=O)C.[NH4+:73]. Product: [Br:20][C:17]1[N:73]=[CH:12][C:14]([C:15]2[NH:16][C:34]([C@@H:30]3[CH2:31][CH2:32][CH2:33][N:29]3[C:27](=[O:28])[C@@H:26]([NH:25][C:23](=[O:24])[O:22][CH3:21])[CH:37]([CH3:39])[CH3:38])=[N:4][CH:1]=2)=[CH:19][CH:18]=1. The catalyst class is: 880. (2) Reactant: [Cl:1][C:2]1[CH:16]=[CH:15][CH:14]=[CH:13][C:3]=1[O:4][C:5]1[CH:12]=[CH:11][C:8]([CH:9]=O)=[CH:7][CH:6]=1.[OH:17][C:18]1[CH:30]=[CH:29][CH:28]=[CH:27][C:19]=1[C:20](=[O:26])[NH:21][CH2:22][C:23]([OH:25])=O.[C:31]([O-])(=[O:33])[CH3:32].[Na+]. Product: [C:31]([O:17][C:18]1[CH:30]=[CH:29][CH:28]=[CH:27][C:19]=1[C:20]1[O:26][C:23](=[O:25])/[C:22](=[CH:9]/[C:8]2[CH:11]=[CH:12][C:5]([O:4][C:3]3[CH:13]=[CH:14][CH:15]=[CH:16][C:2]=3[Cl:1])=[CH:6][CH:7]=2)/[N:21]=1)(=[O:33])[CH3:32]. The catalyst class is: 152.